Dataset: Full USPTO retrosynthesis dataset with 1.9M reactions from patents (1976-2016). Task: Predict the reactants needed to synthesize the given product. (1) Given the product [NH2:11][C:8]1[CH:9]=[CH:10][C:5]2[CH:4]([CH2:14][NH:15][C:16](=[O:22])[CH2:17][CH2:18][CH:19]([CH3:21])[CH3:20])[O:3][B:2]([OH:1])[C:6]=2[CH:7]=1, predict the reactants needed to synthesize it. The reactants are: [OH:1][B:2]1[C:6]2[CH:7]=[C:8]([N+:11]([O-])=O)[CH:9]=[CH:10][C:5]=2[CH:4]([CH2:14][NH:15][C:16](=[O:22])[CH2:17][CH2:18][CH:19]([CH3:21])[CH3:20])[O:3]1.Cl.C(=O)(O)[O-].[Na+].C(OCC)(=O)C. (2) Given the product [Br:1][C:2]1[C:11]2[CH:10]([CH3:12])[CH2:9][CH2:8][CH2:7][C:6]=2[CH:5]=[CH:4][C:3]=1[NH:13][S:14]([C:17]1[CH:18]=[CH:19][C:20]([F:23])=[CH:21][CH:22]=1)(=[O:16])=[O:15], predict the reactants needed to synthesize it. The reactants are: [Br:1][C:2]1[C:11]2[C:10]([CH3:12])=[CH:9][CH2:8][CH2:7][C:6]=2[CH:5]=[CH:4][C:3]=1[NH:13][S:14]([C:17]1[CH:22]=[CH:21][C:20]([F:23])=[CH:19][CH:18]=1)(=[O:16])=[O:15]. (3) Given the product [C:17]([O:21][C:22](=[O:41])[N:23]([CH2:30][C:31]1[CH:40]=[CH:39][C:34]2[O:35][CH2:36][CH2:37][O:38][C:33]=2[CH:32]=1)[CH:24]1[CH2:29][CH2:28][N:27]([CH2:14][CH2:13][N:5]2[C:6]3[C:11](=[CH:10][CH:9]=[C:8]([F:12])[CH:7]=3)[C:2]([Cl:1])=[CH:3][C:4]2=[O:16])[CH2:26][CH2:25]1)([CH3:20])([CH3:18])[CH3:19], predict the reactants needed to synthesize it. The reactants are: [Cl:1][C:2]1[C:11]2[C:6](=[CH:7][C:8]([F:12])=[CH:9][CH:10]=2)[N:5]([CH2:13][CH:14]=O)[C:4](=[O:16])[CH:3]=1.[C:17]([O:21][C:22](=[O:41])[N:23]([CH2:30][C:31]1[CH:40]=[CH:39][C:34]2[O:35][CH2:36][CH2:37][O:38][C:33]=2[CH:32]=1)[CH:24]1[CH2:29][CH2:28][NH:27][CH2:26][CH2:25]1)([CH3:20])([CH3:19])[CH3:18].C(O[BH-](OC(=O)C)OC(=O)C)(=O)C.[Na+].C(=O)([O-])O.[Na+]. (4) Given the product [NH2:13][C:10]1[C:11]([CH3:12])=[CH:2][CH:3]=[C:4]2[C:9]=1[N:8]=[CH:7][N:6]=[C:5]2[NH:16][C:17]1[CH:24]=[CH:23][C:20]([C:21]#[N:22])=[CH:19][CH:18]=1, predict the reactants needed to synthesize it. The reactants are: Br[C:2]1[CH:3]=[C:4]2[C:9](=[C:10]([N+:13]([O-])=O)[C:11]=1[CH3:12])[N:8]=[CH:7][N:6]=[C:5]2[NH:16][C:17]1[CH:24]=[CH:23][C:20]([C:21]#[N:22])=[CH:19][CH:18]=1.N.CO. (5) Given the product [CH3:26][C:23]12[CH2:25][CH:19]([N:18]([C:16]([C:11]3[CH:12]=[CH:13][CH:14]=[C:15]4[C:10]=3[CH:9]=[CH:8][N:7]4[CH2:6][CH2:5][C:4]([OH:29])=[O:3])=[O:17])[CH2:24]1)[CH2:20][C:21]([CH3:28])([CH3:27])[CH2:22]2, predict the reactants needed to synthesize it. The reactants are: C([O:3][C:4](=[O:29])[CH2:5][CH2:6][N:7]1[C:15]2[C:10](=[C:11]([C:16]([N:18]3[CH2:24][C:23]4([CH3:26])[CH2:25][CH:19]3[CH2:20][C:21]([CH3:28])([CH3:27])[CH2:22]4)=[O:17])[CH:12]=[CH:13][CH:14]=2)[CH:9]=[CH:8]1)C.[OH-].[Na+].Cl. (6) Given the product [Cl:8][C:9]1[N:10]=[C:11]([Cl:27])[C:12]2[C:17]([C:38]#[N:39])=[CH:16][N:15]([CH2:19][O:20][CH2:21][CH2:22][Si:23]([CH3:26])([CH3:25])[CH3:24])[C:13]=2[N:14]=1, predict the reactants needed to synthesize it. The reactants are: [Li+].[Cl-].C([Mg]Cl)(C)C.[Cl:8][C:9]1[N:10]=[C:11]([Cl:27])[C:12]2[C:17](I)=[CH:16][N:15]([CH2:19][O:20][CH2:21][CH2:22][Si:23]([CH3:26])([CH3:25])[CH3:24])[C:13]=2[N:14]=1.S([C:38]#[N:39])(C1C=CC(C)=CC=1)(=O)=O. (7) The reactants are: CC(OI1(OC(C)=O)(OC(C)=O)OC(=O)C2C=CC=CC1=2)=O.[C:23]([O:27][C:28](=[O:46])[CH2:29][N:30]([C:39]([O:41][C:42]([CH3:45])([CH3:44])[CH3:43])=[O:40])[C:31]1[CH:36]=[CH:35][CH:34]=[C:33]([CH2:37][OH:38])[N:32]=1)([CH3:26])([CH3:25])[CH3:24].S([O-])([O-])(=O)=S.[Na+].[Na+]. Given the product [C:23]([O:27][C:28](=[O:46])[CH2:29][N:30]([C:39]([O:41][C:42]([CH3:45])([CH3:44])[CH3:43])=[O:40])[C:31]1[CH:36]=[CH:35][CH:34]=[C:33]([CH:37]=[O:38])[N:32]=1)([CH3:26])([CH3:25])[CH3:24], predict the reactants needed to synthesize it.